Predict the reactants needed to synthesize the given product. From a dataset of Full USPTO retrosynthesis dataset with 1.9M reactions from patents (1976-2016). (1) Given the product [Cl:1][C:2]1[CH:7]=[C:6]([OH:8])[CH:5]=[CH:4][C:3]=1[CH:10]([CH3:24])[C:11]([OH:16])([C:17]1[CH:22]=[N:21][C:20]([CH3:23])=[CH:19][N:18]=1)[C:12]([F:15])([F:13])[F:14], predict the reactants needed to synthesize it. The reactants are: [Cl:1][C:2]1[CH:7]=[C:6]([O:8]C)[CH:5]=[CH:4][C:3]=1[CH:10]([CH3:24])[C:11]([C:17]1[CH:22]=[N:21][C:20]([CH3:23])=[CH:19][N:18]=1)([OH:16])[C:12]([F:15])([F:14])[F:13]. (2) The reactants are: [Cl:1][C:2]1[CH2:6][CH:5]([CH:7]2[CH2:11][CH2:10][CH2:9][CH2:8]2)[N:4]([C:12]2[CH:19]=[CH:18][C:15]([C:16]#[N:17])=[C:14]([CH3:20])[N:13]=2)[N:3]=1.C(O)(C)C.C(=O)=O. Given the product [Cl:1][C:2]1[CH2:6][C@H:5]([CH:7]2[CH2:8][CH2:9][CH2:10][CH2:11]2)[N:4]([C:12]2[CH:19]=[CH:18][C:15]([C:16]#[N:17])=[C:14]([CH3:20])[N:13]=2)[N:3]=1, predict the reactants needed to synthesize it. (3) Given the product [CH2:14]([O:21][CH2:22][CH2:23][CH:24]([NH:28][C:29](=[O:38])[C:30]1[CH:35]=[CH:34][C:33]([Br:36])=[CH:32][C:31]=1[F:37])[C:25](=[O:27])[CH3:1])[C:15]1[CH:16]=[CH:17][CH:18]=[CH:19][CH:20]=1, predict the reactants needed to synthesize it. The reactants are: [C:1](OC(=O)C)(=O)C.N1C=CC=CC=1.[CH2:14]([O:21][CH2:22][CH2:23][CH:24]([NH:28][C:29](=[O:38])[C:30]1[CH:35]=[CH:34][C:33]([Br:36])=[CH:32][C:31]=1[F:37])[C:25]([OH:27])=O)[C:15]1[CH:20]=[CH:19][CH:18]=[CH:17][CH:16]=1. (4) Given the product [F:22][C:16]1[CH:17]=[C:18]([CH3:21])[CH:19]=[CH:20][C:15]=1[NH:14][C:13]1[C:12]2[C:7](=[CH:8][C:9]([O:36][CH3:37])=[C:10]([C:23]3[CH2:28][CH2:27][NH:26][CH2:25][CH:24]=3)[CH:11]=2)[N:6]=[N:5][C:4]=1[C:1]([NH2:2])=[O:3], predict the reactants needed to synthesize it. The reactants are: [C:1]([C:4]1[N:5]=[N:6][C:7]2[C:12]([C:13]=1[NH:14][C:15]1[CH:20]=[CH:19][C:18]([CH3:21])=[CH:17][C:16]=1[F:22])=[CH:11][C:10]([C:23]1[CH2:28][CH2:27][N:26](C(OC(C)(C)C)=O)[CH2:25][CH:24]=1)=[C:9]([O:36][CH3:37])[CH:8]=2)(=[O:3])[NH2:2].FC(F)(F)C(O)=O. (5) Given the product [CH2:20]1[C:13]2([CH2:12][O:11][PH:10][O:15][CH2:14]2)[CH2:16][O:17][PH:18][O:19]1, predict the reactants needed to synthesize it. The reactants are: C1(CCO[P:10]2[O:15][CH2:14][C:13]3([CH2:20][O:19][P:18](OCCC4C=CC=CC=4)[O:17][CH2:16]3)[CH2:12][O:11]2)C=CC=CC=1.C1(CCBr)C=CC=CC=1. (6) Given the product [N+:9]([C:12]1[CH:13]=[C:14]([CH:17]=[CH:18][CH:19]=1)[CH2:15][O:16][C:2]1[S:6][N:5]=[C:4]([S:7][CH3:8])[N:3]=1)([O-:11])=[O:10], predict the reactants needed to synthesize it. The reactants are: Cl[C:2]1[S:6][N:5]=[C:4]([S:7][CH3:8])[N:3]=1.[N+:9]([C:12]1[CH:13]=[C:14]([CH:17]=[CH:18][CH:19]=1)[CH2:15][OH:16])([O-:11])=[O:10].C(=O)([O-])[O-].[K+].[K+].[Cl-].[Na+]. (7) Given the product [CH3:1][O:2][C:3](=[O:22])[CH2:4][O:5][C:6]1[C:14]2[O:13][C:12]([NH:15][CH:16]3[CH2:21][CH2:20][N:19]([CH2:29][C:28]4[CH:31]=[CH:32][C:33]([O:34][CH3:35])=[C:26]([O:25][CH2:23][CH3:24])[CH:27]=4)[CH2:18][CH2:17]3)=[N:11][C:10]=2[CH:9]=[CH:8][CH:7]=1, predict the reactants needed to synthesize it. The reactants are: [CH3:1][O:2][C:3](=[O:22])[CH2:4][O:5][C:6]1[C:14]2[O:13][C:12]([NH:15][CH:16]3[CH2:21][CH2:20][NH:19][CH2:18][CH2:17]3)=[N:11][C:10]=2[CH:9]=[CH:8][CH:7]=1.[CH2:23]([O:25][C:26]1[CH:27]=[C:28]([CH:31]=[CH:32][C:33]=1[O:34][CH3:35])[CH:29]=O)[CH3:24].C([BH3-])#N.[Na+].C(N(C(C)C)C(C)C)C. (8) Given the product [CH3:22][N:19]1[CH2:20][CH2:21][C:9]2[N:8]([C:3]3[CH:2]=[CH:26][CH:25]=[CH:24][C:4]=3[C:5]3[CH:40]=[N:41][CH:43]=[CH:7][CH:6]=3)[C:16]3[CH:15]=[CH:14][C:13]([CH3:17])=[CH:12][C:11]=3[C:10]=2[CH2:18]1, predict the reactants needed to synthesize it. The reactants are: Br[C:2]1[CH:7]=[CH:6][CH:5]=[CH:4][C:3]=1[N:8]1[C:16]2[CH:15]=[CH:14][C:13]([CH3:17])=[CH:12][C:11]=2[C:10]2[CH2:18][N:19]([CH3:22])[CH2:20][CH2:21][C:9]1=2.N1C=C[CH:26]=[C:25](B(O)O)[CH:24]=1.[O-]P([O-])([O-])=O.[K+].[K+].[K+].[CH3:40][N:41]([CH:43]=O)C.O.